Dataset: Full USPTO retrosynthesis dataset with 1.9M reactions from patents (1976-2016). Task: Predict the reactants needed to synthesize the given product. (1) Given the product [Cl:1][C:2]1[CH:25]=[C:24]([Cl:26])[CH:23]=[CH:22][C:3]=1[CH2:4][O:5][C:6]1[CH:11]=[C:10]([O:12][CH2:13][CH2:14][O:15][CH3:16])[CH:9]=[CH:8][C:7]=1/[CH:17]=[CH:18]/[C:19]([NH:60][S:57]([CH2:52][CH2:53][CH2:54][CH2:55][CH3:56])(=[O:59])=[O:58])=[O:21], predict the reactants needed to synthesize it. The reactants are: [Cl:1][C:2]1[CH:25]=[C:24]([Cl:26])[CH:23]=[CH:22][C:3]=1[CH2:4][O:5][C:6]1[CH:11]=[C:10]([O:12][CH2:13][CH2:14][O:15][CH3:16])[CH:9]=[CH:8][C:7]=1/[CH:17]=[CH:18]/[C:19]([OH:21])=O.CC1C=CC=C([N+]([O-])=O)C=1C(OC(=O)C1C([N+]([O-])=O)=CC=CC=1C)=O.[CH2:52]([S:57]([NH2:60])(=[O:59])=[O:58])[CH2:53][CH2:54][CH2:55][CH3:56].[Cl-].[NH4+]. (2) Given the product [NH2:36][C:31]1[N:32]=[C:33]([CH3:35])[N:34]=[C:29]([C:15]2[CH:14]=[C:13]([C:10]([CH3:12])([CH3:11])[CH2:9][OH:8])[CH:18]=[N:17][C:16]=2[NH:19][C:20]2[CH:21]=[N:22][C:23]([O:27][CH3:28])=[C:24]([F:26])[CH:25]=2)[N:30]=1, predict the reactants needed to synthesize it. The reactants are: [Si]([O:8][CH2:9][C:10]([C:13]1[CH:14]=[C:15]([C:29]2[N:34]=[C:33]([CH3:35])[N:32]=[C:31]([NH2:36])[N:30]=2)[C:16]([NH:19][C:20]2[CH:21]=[N:22][C:23]([O:27][CH3:28])=[C:24]([F:26])[CH:25]=2)=[N:17][CH:18]=1)([CH3:12])[CH3:11])(C(C)(C)C)(C)C. (3) Given the product [CH2:17]([NH:16][C:14](=[O:15])[NH:13][C:6]1[N:7]=[CH:8][C:9]2[C:4]([CH:5]=1)=[CH:3][C:2]([NH:1][CH2:19][C:21]1[CH:26]=[CH:25][C:24]([S:27]([NH:30][CH3:31])(=[O:29])=[O:28])=[CH:23][CH:22]=1)=[CH:11][C:10]=2[CH3:12])[CH3:18], predict the reactants needed to synthesize it. The reactants are: [NH2:1][C:2]1[CH:3]=[C:4]2[C:9](=[C:10]([CH3:12])[CH:11]=1)[CH:8]=[N:7][C:6]([NH:13][C:14]([NH:16][CH2:17][CH3:18])=[O:15])=[CH:5]2.[CH:19]([C:21]1[CH:26]=[CH:25][C:24]([S:27]([NH:30][CH3:31])(=[O:29])=[O:28])=[CH:23][CH:22]=1)=O. (4) Given the product [C:2](=[O:3])([O:4][C:5]1[CH:6]=[CH:7][C:8]([N+:11]([O-:13])=[O:12])=[CH:9][CH:10]=1)[O:26][CH2:25][CH2:24][CH2:23][N:20]1[CH2:21][CH2:22][N:17]([C:14](=[O:16])[CH3:15])[CH2:18][CH2:19]1, predict the reactants needed to synthesize it. The reactants are: Cl[C:2]([O:4][C:5]1[CH:10]=[CH:9][C:8]([N+:11]([O-:13])=[O:12])=[CH:7][CH:6]=1)=[O:3].[C:14]([N:17]1[CH2:22][CH2:21][N:20]([CH2:23][CH2:24][CH2:25][OH:26])[CH2:19][CH2:18]1)(=[O:16])[CH3:15].C(N(CC)CC)C. (5) The reactants are: [Br:1][C:2]1[CH:3]=[CH:4][C:5]([NH:19][C@@H:20]([CH3:23])[CH2:21]O)=[C:6]([NH:8][S:9]([C:12]2[CH:17]=[CH:16][C:15]([CH3:18])=[CH:14][CH:13]=2)(=[O:11])=[O:10])[CH:7]=1.C1(P(C2C=CC=CC=2)C2C=CC=CC=2)C=CC=CC=1.N(C(OC(C)C)=O)=NC(OC(C)C)=O. Given the product [Br:1][C:2]1[CH:7]=[C:6]2[C:5]([NH:19][C@@H:20]([CH3:23])[CH2:21][N:8]2[S:9]([C:12]2[CH:17]=[CH:16][C:15]([CH3:18])=[CH:14][CH:13]=2)(=[O:11])=[O:10])=[CH:4][CH:3]=1, predict the reactants needed to synthesize it. (6) Given the product [CH3:31][N:18]([C:19]1[CH:24]=[CH:23][N:22]=[C:21]([C:25]2[CH:30]=[CH:29][CH:28]=[CH:27][CH:26]=2)[N:20]=1)[C:16]1[CH:15]=[CH:14][N:13]=[C:12]([NH:11][C@H:3]([CH2:4][C:5]2[CH:10]=[CH:9][CH:8]=[CH:7][CH:6]=2)[CH2:2][NH:1][CH2:33][CH2:34][N:35]2[C:36](=[O:45])[C:37]3[C:38](=[CH:41][CH:42]=[CH:43][CH:44]=3)[C:39]2=[O:40])[N:17]=1, predict the reactants needed to synthesize it. The reactants are: [NH2:1][CH2:2][C@H:3]([NH:11][C:12]1[N:17]=[C:16]([N:18]([CH3:31])[C:19]2[CH:24]=[CH:23][N:22]=[C:21]([C:25]3[CH:30]=[CH:29][CH:28]=[CH:27][CH:26]=3)[N:20]=2)[CH:15]=[CH:14][N:13]=1)[CH2:4][C:5]1[CH:10]=[CH:9][CH:8]=[CH:7][CH:6]=1.Br[CH2:33][CH2:34][N:35]1[C:39](=[O:40])[C:38]2=[CH:41][CH:42]=[CH:43][CH:44]=[C:37]2[C:36]1=[O:45].C([O-])([O-])=O.[K+].[K+]. (7) Given the product [Cl:1][C:2]1[CH:7]=[CH:6][C:5]([C@H:8]([NH:11][S@@:12]([C:14]([CH3:17])([CH3:16])[CH3:15])=[O:13])[CH2:9][CH3:10])=[C:4]([F:18])[C:3]=1[O:19][C:20]1[CH:25]=[CH:24][C:23]([NH2:26])=[C:22]([CH3:29])[CH:21]=1, predict the reactants needed to synthesize it. The reactants are: [Cl:1][C:2]1[CH:7]=[CH:6][C:5]([C@H:8]([NH:11][S@@:12]([C:14]([CH3:17])([CH3:16])[CH3:15])=[O:13])[CH2:9][CH3:10])=[C:4]([F:18])[C:3]=1[O:19][C:20]1[CH:25]=[CH:24][C:23]([N+:26]([O-])=O)=[C:22]([CH3:29])[CH:21]=1.C([O-])(=O)C. (8) The reactants are: [F:1][C:2]1[CH:7]=[CH:6][C:5]([N:8]2[CH2:13][CH2:12][NH:11][CH2:10][CH2:9]2)=[CH:4][CH:3]=1.[O:14]=[C:15]1[N:21]([CH:22]2[CH2:27][CH2:26][N:25]([C:28]([O:30][C@@H:31]([C:44](O)=[O:45])[CH2:32][C:33]3[CH:42]=[C:41]([CH3:43])[C:36]4[NH:37][C:38](=[O:40])[O:39][C:35]=4[CH:34]=3)=[O:29])[CH2:24][CH2:23]2)[CH2:20][CH2:19][C:18]2[CH:47]=[CH:48][CH:49]=[CH:50][C:17]=2[NH:16]1.CN(C(ON1N=NC2C=CC=CC1=2)=[N+](C)C)C.[B-](F)(F)(F)F.C(N(CC)CC)C. Given the product [O:14]=[C:15]1[N:21]([CH:22]2[CH2:23][CH2:24][N:25]([C:28]([O:30][C@H:31]([CH2:32][C:33]3[CH:42]=[C:41]([CH3:43])[C:36]4[NH:37][C:38](=[O:40])[O:39][C:35]=4[CH:34]=3)[C:44]([N:11]3[CH2:12][CH2:13][N:8]([C:5]4[CH:4]=[CH:3][C:2]([F:1])=[CH:7][CH:6]=4)[CH2:9][CH2:10]3)=[O:45])=[O:29])[CH2:26][CH2:27]2)[CH2:20][CH2:19][C:18]2[CH:47]=[CH:48][CH:49]=[CH:50][C:17]=2[NH:16]1, predict the reactants needed to synthesize it.